From a dataset of Reaction yield outcomes from USPTO patents with 853,638 reactions. Predict the reaction yield, written as a fraction of the theoretical maximum amount of product (1.0 means a 100% yield; for example, 0.34 means a 34% yield). (1) The reactants are [N:1]1[C:6]2[CH2:7][CH2:8][S:9][C:5]=2C(O)=[N:3][C:2]=1O.CCN(C1C=CC=CC=1)CC.P(Cl)(Cl)([Cl:25])=O.C1COCC1.Cl[CH2:34][Cl:35]. The catalyst is O. The product is [Cl:25][C:2]1[N:3]=[C:34]([Cl:35])[C:5]2[S:9][CH:8]=[CH:7][C:6]=2[N:1]=1. The yield is 0.880. (2) The reactants are [CH2:1]([C:4]1[C:12]2[O:11][N:10]=[C:9]([CH2:13][CH2:14][C:15]3[N:16]=[C:17]([C:23]4[CH:28]=[CH:27][C:26]([Cl:29])=[CH:25][C:24]=4[Cl:30])[O:18][C:19]=3[CH:20]([CH3:22])[CH3:21])[C:8]=2[CH:7]=[CH:6][C:5]=1[OH:31])[CH:2]=[CH2:3].Br[C:33]([CH3:40])([CH3:39])[C:34]([O:36][CH2:37][CH3:38])=[O:35].C(=O)([O-])[O-].[K+].[K+]. The catalyst is C(C(C)=O)C. The product is [CH2:1]([C:4]1[C:12]2[O:11][N:10]=[C:9]([CH2:13][CH2:14][C:15]3[N:16]=[C:17]([C:23]4[CH:28]=[CH:27][C:26]([Cl:29])=[CH:25][C:24]=4[Cl:30])[O:18][C:19]=3[CH:20]([CH3:22])[CH3:21])[C:8]=2[CH:7]=[CH:6][C:5]=1[O:31][C:33]([CH3:40])([CH3:39])[C:34]([O:36][CH2:37][CH3:38])=[O:35])[CH:2]=[CH2:3]. The yield is 1.00. (3) The reactants are [N:1]1[CH:6]=[CH:5][C:4]([CH2:7][CH2:8][CH2:9][CH2:10][N:11]2[CH2:18][CH:17]3[O:19][CH:13]([CH2:14][N:15](C(OC(C)(C)C)=O)[CH2:16]3)[CH2:12]2)=[CH:3][CH:2]=1.Cl. The catalyst is C(OC(=O)C)C. The product is [N:1]1[CH:6]=[CH:5][C:4]([CH2:7][CH2:8][CH2:9][CH2:10][N:11]2[CH2:18][CH:17]3[O:19][CH:13]([CH2:14][NH:15][CH2:16]3)[CH2:12]2)=[CH:3][CH:2]=1. The yield is 0.940. (4) The reactants are [Cl:1][C:2]1[C:3]2[C:17]([I:18])=[CH:16][N:15]([C@@H:19]3[O:34][C@H:33]([CH2:35][O:36]CC4C=CC(Cl)=CC=4Cl)[C@@H:22]([O:23]CC4C=CC(Cl)=CC=4Cl)[C@@:20]3([CH3:46])[OH:21])[C:4]=2[N:5]=[C:6]([NH:8][C:9](=[O:14])[C:10]([CH3:13])([CH3:12])[CH3:11])[N:7]=1.B(Cl)(Cl)Cl. The catalyst is C(Cl)Cl. The product is [Cl:1][C:2]1[C:3]2[C:17]([I:18])=[CH:16][N:15]([C@@H:19]3[O:34][C@H:33]([CH2:35][OH:36])[C@@H:22]([OH:23])[C@@:20]3([CH3:46])[OH:21])[C:4]=2[N:5]=[C:6]([NH:8][C:9](=[O:14])[C:10]([CH3:12])([CH3:13])[CH3:11])[N:7]=1. The yield is 0.800. (5) The reactants are [C:1]([C:9]1[CH:17]=[CH:16][CH:15]=[CH:14][C:10]=1[C:11]([OH:13])=O)(=[O:8])[C:2]1[CH:7]=[CH:6][CH:5]=[CH:4][CH:3]=1.C(Cl)(=O)C(Cl)=O.C(Cl)Cl.C(N(CC)CC)C.[C:34]1([CH:40]([C:61]2[CH:66]=[CH:65][CH:64]=[CH:63][CH:62]=2)[CH2:41][N:42]([CH3:60])[C:43](=[O:59])[CH:44]([NH:51][CH2:52][CH2:53][C:54]2[N:55]=[CH:56][NH:57][CH:58]=2)[C:45]2[CH:50]=[CH:49][CH:48]=[CH:47][CH:46]=2)[CH:39]=[CH:38][CH:37]=[CH:36][CH:35]=1. The product is [C:1]([C:9]1[CH:17]=[CH:16][CH:15]=[CH:14][C:10]=1[C:11]([N:51]([CH:44]([C:43](=[O:59])[N:42]([CH2:41][CH:40]([C:34]1[CH:39]=[CH:38][CH:37]=[CH:36][CH:35]=1)[C:61]1[CH:62]=[CH:63][CH:64]=[CH:65][CH:66]=1)[CH3:60])[C:45]1[CH:50]=[CH:49][CH:48]=[CH:47][CH:46]=1)[CH2:52][CH2:53][C:54]1[N:55]=[CH:56][NH:57][CH:58]=1)=[O:13])(=[O:8])[C:2]1[CH:3]=[CH:4][CH:5]=[CH:6][CH:7]=1. The yield is 0.710. The catalyst is CN(C)C=O.CO. (6) The reactants are [F:1][C:2]([F:16])([F:15])[C:3]1[C:4]2[CH2:14][CH2:13][CH2:12][C:5]=2[N:6]([CH2:8][C:9]([OH:11])=O)[N:7]=1.[CH3:17][C:18]1[CH:23]=[C:22]([CH3:24])[N:21]2[N:25]=[CH:26][C:27]([C:28]([NH:30][NH2:31])=O)=[C:20]2[N:19]=1.[Cl-].ClC1N(C)C=C[N+]=1C.C(N(CC)CC)C. The catalyst is C(#N)C.C(OCC)(=O)C. The product is [CH3:17][C:18]1[CH:23]=[C:22]([CH3:24])[N:21]2[N:25]=[CH:26][C:27]([C:28]3[O:11][C:9]([CH2:8][N:6]4[C:5]5[CH2:12][CH2:13][CH2:14][C:4]=5[C:3]([C:2]([F:1])([F:16])[F:15])=[N:7]4)=[N:31][N:30]=3)=[C:20]2[N:19]=1. The yield is 0.270.